From a dataset of Forward reaction prediction with 1.9M reactions from USPTO patents (1976-2016). Predict the product of the given reaction. (1) Given the reactants [C:1]([O:5][C:6](=[O:14])[NH:7][CH2:8][CH2:9][CH:10]([OH:13])[CH2:11][OH:12])([CH3:4])([CH3:3])[CH3:2].C(N(CC)CC)C.[C:22]([Si:26]([CH3:29])([CH3:28])Cl)([CH3:25])([CH3:24])[CH3:23], predict the reaction product. The product is: [C:1]([O:5][C:6](=[O:14])[NH:7][CH2:8][CH2:9][CH:10]([OH:13])[CH2:11][O:12][Si:26]([C:22]([CH3:25])([CH3:24])[CH3:23])([CH3:29])[CH3:28])([CH3:4])([CH3:2])[CH3:3]. (2) Given the reactants N[C:2]1[C:10]2[C:5](=[N:6][CH:7]=[CH:8][CH:9]=2)[S:4][C:3]=1[C:11]([O:13][CH3:14])=[O:12].N([O-])=O.[Na+], predict the reaction product. The product is: [S:4]1[C:5]2=[N:6][CH:7]=[CH:8][CH:9]=[C:10]2[CH:2]=[C:3]1[C:11]([O:13][CH3:14])=[O:12].